Dataset: Reaction yield outcomes from USPTO patents with 853,638 reactions. Task: Predict the reaction yield, written as a fraction of the theoretical maximum amount of product (1.0 means a 100% yield; for example, 0.34 means a 34% yield). (1) The yield is 0.567. The catalyst is CCCCO. The reactants are Cl[C:2]1[N:7]=[CH:6][N:5]=[C:4]([NH2:8])[C:3]=1[C:9]1[N:10]=[N:11][N:12]([CH3:14])[N:13]=1.[NH2:15][C@H:16]([C:19]1[N:28]([C:29]2[CH:34]=[CH:33][CH:32]=[CH:31][CH:30]=2)[C:27](=[O:35])[C:26]2[C:21](=[CH:22][CH:23]=[CH:24][C:25]=2[F:36])[N:20]=1)[CH2:17][CH3:18].CCN(C(C)C)C(C)C.CCOC(C)=O. The product is [NH2:8][C:4]1[N:5]=[CH:6][N:7]=[C:2]([NH:15][C@H:16]([C:19]2[N:28]([C:29]3[CH:30]=[CH:31][CH:32]=[CH:33][CH:34]=3)[C:27](=[O:35])[C:26]3[C:21](=[CH:22][CH:23]=[CH:24][C:25]=3[F:36])[N:20]=2)[CH2:17][CH3:18])[C:3]=1[C:9]1[N:10]=[N:11][N:12]([CH3:14])[N:13]=1. (2) The reactants are [O:1]1[CH2:6][CH2:5][CH:4]([OH:7])[CH2:3][CH2:2]1.[CH3:8][S:9](Cl)(=[O:11])=[O:10]. The catalyst is C1(C)C=CC=CC=1.C(N(CC)CC)C. The product is [O:1]1[CH2:6][CH2:5][CH:4]([O:7][S:9]([CH3:8])(=[O:11])=[O:10])[CH2:3][CH2:2]1. The yield is 0.940. (3) The reactants are [Cl:1][C:2]1[CH:23]=[CH:22][C:5]([CH2:6][NH:7][C:8]([C:10]2[CH:11]=[N:12][C:13]3[C:18]([C:19]=2[OH:20])=[CH:17][CH:16]=[CH:15][C:14]=3I)=[O:9])=[CH:4][CH:3]=1.[CH2:24]([OH:27])[C:25]#[CH:26]. The catalyst is C(NCC)C.[Cu](I)I.Cl[Pd](Cl)([P](C1C=CC=CC=1)(C1C=CC=CC=1)C1C=CC=CC=1)[P](C1C=CC=CC=1)(C1C=CC=CC=1)C1C=CC=CC=1. The product is [Cl:1][C:2]1[CH:23]=[CH:22][C:5]([CH2:6][NH:7][C:8]([C:10]2[C:19](=[O:20])[C:18]3[C:13]4=[C:14]([CH:26]=[C:25]([CH2:24][OH:27])[N:12]4[CH:11]=2)[CH:15]=[CH:16][CH:17]=3)=[O:9])=[CH:4][CH:3]=1. The yield is 0.520. (4) The reactants are [Si]([O:8][CH2:9][CH2:10][N:11]1[CH2:16][CH2:15][N:14]([C:17]2[CH:18]=[CH:19][C:20]([NH:23][C:24]3[N:25]=[CH:26][C:27]4[C:32]5[CH:33]=[CH:34][N:35]=[C:36]([Cl:37])[C:31]=5[N:30]([CH:38]5[CH2:42][CH2:41][CH2:40][CH2:39]5)[C:28]=4[N:29]=3)=[N:21][CH:22]=2)[CH2:13][CH2:12]1)(C(C)(C)C)(C)C.Cl. The catalyst is CO. The product is [Cl:37][C:36]1[C:31]2[N:30]([CH:38]3[CH2:42][CH2:41][CH2:40][CH2:39]3)[C:28]3[N:29]=[C:24]([NH:23][C:20]4[N:21]=[CH:22][C:17]([N:14]5[CH2:15][CH2:16][N:11]([CH2:10][CH2:9][OH:8])[CH2:12][CH2:13]5)=[CH:18][CH:19]=4)[N:25]=[CH:26][C:27]=3[C:32]=2[CH:33]=[CH:34][N:35]=1. The yield is 0.850. (5) The reactants are [Cl:1][C:2]1[CH:3]=[C:4]([CH:20]=[CH:21][CH:22]=1)[CH2:5][O:6][C:7]1[CH:16]=[C:15]2[C:10]([CH:11]=[C:12]([C:17](Cl)=[O:18])[CH:13]=[N:14]2)=[CH:9][CH:8]=1.[C:23]([O:27][C:28](=[O:33])[NH:29][CH2:30][CH2:31][NH2:32])([CH3:26])([CH3:25])[CH3:24].C(N(CC)CC)C. The catalyst is C1COCC1. The product is [Cl:1][C:2]1[CH:3]=[C:4]([CH:20]=[CH:21][CH:22]=1)[CH2:5][O:6][C:7]1[CH:16]=[C:15]2[C:10]([CH:11]=[C:12]([C:17]([NH:32][CH2:31][CH2:30][NH:29][C:28](=[O:33])[O:27][C:23]([CH3:25])([CH3:24])[CH3:26])=[O:18])[CH:13]=[N:14]2)=[CH:9][CH:8]=1. The yield is 0.600.